Dataset: Reaction yield outcomes from USPTO patents with 853,638 reactions. Task: Predict the reaction yield, written as a fraction of the theoretical maximum amount of product (1.0 means a 100% yield; for example, 0.34 means a 34% yield). (1) The reactants are [H-].[Al+3].[Li+].[H-].[H-].[H-].C([CH2:10][C:11]1[CH:16]=[CH:15][C:14]([CH2:17][CH2:18][CH2:19][CH2:20][N:21]=[N+]=[N-])=[CH:13][CH:12]=1)(O)=O.[OH2:24].[OH-].[Na+]. The catalyst is C1COCC1. The product is [OH:24][CH2:10][C:11]1[CH:16]=[CH:15][C:14]([CH2:17][CH2:18][CH2:19][CH2:20][NH2:21])=[CH:13][CH:12]=1. The yield is 0.640. (2) The reactants are [O:1]=[C:2]1[CH2:6][O:5][C:4]([NH:7][C:8]2[CH:13]=[CH:12][CH:11]=[CH:10][N:9]=2)=[C:3]1[C:14]([O:16][CH2:17][CH3:18])=[O:15].[NH:19]1[C:27]2[C:22](=[CH:23][CH:24]=[CH:25][N:26]=2)[C:21]([CH:28]=O)=[CH:20]1.N1CCCCC1. The catalyst is C(O)C. The product is [NH:19]1[C:27]2=[N:26][CH:25]=[CH:24][CH:23]=[C:22]2[C:21]([CH:28]=[C:6]2[O:5][C:4]([NH:7][C:8]3[CH:13]=[CH:12][CH:11]=[CH:10][N:9]=3)=[C:3]([C:14]([O:16][CH2:17][CH3:18])=[O:15])[C:2]2=[O:1])=[CH:20]1. The yield is 0.0250. (3) The reactants are C[O:2][C:3](=[O:17])[CH:4]=[CH:5][C:6]1[CH:11]=[CH:10][C:9]([F:12])=[CH:8][C:7]=1[O:13][CH2:14][CH2:15][CH3:16].[Li+].[OH-]. No catalyst specified. The product is [F:12][C:9]1[CH:10]=[CH:11][C:6]([CH:5]=[CH:4][C:3]([OH:17])=[O:2])=[C:7]([O:13][CH2:14][CH2:15][CH3:16])[CH:8]=1. The yield is 0.920.